This data is from Full USPTO retrosynthesis dataset with 1.9M reactions from patents (1976-2016). The task is: Predict the reactants needed to synthesize the given product. (1) Given the product [CH3:1][O:2][C:3]1[CH:8]=[C:7]2[C:6](=[CH:5][CH:4]=1)[N:9]=[C:15]([CH3:17])[CH:14]=[C:13]2[OH:12], predict the reactants needed to synthesize it. The reactants are: [CH3:1][O:2][C:3]1[CH:8]=[CH:7][C:6]([NH2:9])=[CH:5][CH:4]=1.C([O:12][C:13](=O)[CH2:14][C:15]([CH3:17])=O)C.[OH-].[Na+]. (2) Given the product [C:14]([CH2:13][CH2:12][C:9]1[C:10]([CH3:11])=[C:6]([C:4]([OH:3])=[O:5])[NH:7][C:8]=1[CH:19]=[C:34]1[C:33]2[C:37](=[CH:38][C:30]([C:26]3[CH:27]=[CH:28][CH:29]=[C:24]([O:23][CH2:21][CH3:22])[CH:25]=3)=[CH:31][CH:32]=2)[NH:36][C:35]1=[O:39])([OH:16])=[O:15], predict the reactants needed to synthesize it. The reactants are: C([O:3][C:4]([C:6]1[NH:7][C:8]([CH:19]=O)=[C:9]([CH2:12][CH2:13][C:14]([O:16]CC)=[O:15])[C:10]=1[CH3:11])=[O:5])C.[CH2:21]([O:23][C:24]1[CH:25]=[C:26]([C:30]2[CH:38]=[C:37]3[C:33]([CH2:34][C:35](=[O:39])[NH:36]3)=[CH:32][CH:31]=2)[CH:27]=[CH:28][CH:29]=1)[CH3:22].